This data is from Forward reaction prediction with 1.9M reactions from USPTO patents (1976-2016). The task is: Predict the product of the given reaction. (1) Given the reactants [OH:1][C:2]1[CH:3]=[CH:4][C:5]([N+:10]([O-:12])=[O:11])=[C:6]([CH:9]=1)[C:7]#[N:8].C(=O)([O-])[O-].[K+].[K+].[CH:19](I)([CH3:21])[CH3:20], predict the reaction product. The product is: [CH:19]([O:1][C:2]1[CH:3]=[CH:4][C:5]([N+:10]([O-:12])=[O:11])=[C:6]([CH:9]=1)[C:7]#[N:8])([CH3:21])[CH3:20]. (2) The product is: [OH:41][NH:40][C:28](/[CH:27]=[CH:26]/[C:23]1[CH:24]=[CH:25][C:20](/[CH:19]=[CH:18]/[C:17]([C:14]2[CH:15]=[CH:16][C:11]([N:8]3[CH2:9][CH2:10][N:5]([C:2]([NH2:3])=[O:4])[CH2:6][CH2:7]3)=[CH:12][CH:13]=2)=[O:31])=[CH:21][CH:22]=1)=[O:29]. Given the reactants Cl.[C:2]([N:5]1[CH2:10][CH2:9][N:8]([C:11]2[CH:16]=[CH:15][C:14]([C:17](=[O:31])/[CH:18]=[CH:19]/[C:20]3[CH:25]=[CH:24][C:23](/[CH:26]=[CH:27]/[C:28](O)=[O:29])=[CH:22][CH:21]=3)=[CH:13][CH:12]=2)[CH2:7][CH2:6]1)(=[O:4])[NH2:3].C1C=CC2[N:40]([OH:41])N=NC=2C=1.C(Cl)CCl.NOC1CCCCO1, predict the reaction product. (3) Given the reactants [Cl:1][C:2]1[CH:10]=[CH:9][C:8]([NH:11][C:12]([C:14]2[S:15][CH:16]=[CH:17][CH:18]=2)=[O:13])=[CH:7][C:3]=1[C:4]([OH:6])=O.ClC1N=C(OC)N=C(OC)N=1.CN1CCOCC1.[C:37]([O:41][C:42]([N:44]1[CH2:49][CH2:48][CH:47]([S:50]([C:53]2[CH:58]=[CH:57][C:56]([NH:59][C:60]3[N:65]=[CH:64][C:63]([NH2:66])=[CH:62][N:61]=3)=[CH:55][CH:54]=2)(=[O:52])=[O:51])[CH2:46][CH2:45]1)=[O:43])([CH3:40])([CH3:39])[CH3:38], predict the reaction product. The product is: [C:37]([O:41][C:42]([N:44]1[CH2:45][CH2:46][CH:47]([S:50]([C:53]2[CH:54]=[CH:55][C:56]([NH:59][C:60]3[N:65]=[CH:64][C:63]([NH:66][C:4](=[O:6])[C:3]4[CH:7]=[C:8]([NH:11][C:12]([C:14]5[S:15][CH:16]=[CH:17][CH:18]=5)=[O:13])[CH:9]=[CH:10][C:2]=4[Cl:1])=[CH:62][N:61]=3)=[CH:57][CH:58]=2)(=[O:51])=[O:52])[CH2:48][CH2:49]1)=[O:43])([CH3:40])([CH3:38])[CH3:39]. (4) Given the reactants Br.[NH2:2][C@H:3]1[C:12]2[C:7](=[CH:8][CH:9]=[CH:10][CH:11]=2)[N:6]([C:13]([C:15]2[CH:16]=[C:17]3[C:21](=[CH:22][CH:23]=2)[N:20]([CH:24]([CH3:26])[CH3:25])[N:19]=[CH:18]3)=[O:14])[C@@H:5]([CH3:27])[CH2:4]1.[Cl:28][C:29]1[CH:34]=[CH:33][C:32](B(O)O)=[CH:31][CH:30]=1.C(N(CC)CC)C.[CH3:45][C:46](O)=[O:47], predict the reaction product. The product is: [Cl:28][C:29]1[CH:34]=[CH:33][C:32]([N:2]([C@H:3]2[C:12]3[C:7](=[CH:8][CH:9]=[CH:10][CH:11]=3)[N:6]([C:13]([C:15]3[CH:16]=[C:17]4[C:21](=[CH:22][CH:23]=3)[N:20]([CH:24]([CH3:26])[CH3:25])[N:19]=[CH:18]4)=[O:14])[C@@H:5]([CH3:27])[CH2:4]2)[C:46](=[O:47])[CH3:45])=[CH:31][CH:30]=1. (5) Given the reactants O/[CH:2]=[C:3]1\[C:4](=O)[CH2:5][C:6]([CH3:10])([CH3:9])[CH2:7][CH2:8]\1.[NH2:12][NH2:13], predict the reaction product. The product is: [CH3:9][C:6]1([CH3:10])[CH2:5][C:4]2[NH:13][N:12]=[CH:2][C:3]=2[CH2:8][CH2:7]1. (6) Given the reactants [CH2:1]([O:3][C:4](=[O:30])[CH:5]([NH:11][C:12]([C:14]1[CH:19]=[CH:18][C:17](C(OCC2C=CC=CC=2)=O)=[CH:16][N:15]=1)=[O:13])[C:6]([O:8][CH2:9][CH3:10])=[O:7])[CH3:2].C([N:33]([CH2:36]C)CC)C.C1(P(N=[N+]=[N-])(C2C=CC=CC=2)=[O:45])C=CC=CC=1.[C:55]([OH:59])([CH3:58])([CH3:57])[CH3:56], predict the reaction product. The product is: [CH2:9]([O:8][C:6](=[O:7])[CH:5]([NH:11][C:12]([C:14]1[CH:19]=[CH:18][C:17]([NH:33][C:36]([O:59][C:55]([CH3:58])([CH3:57])[CH3:56])=[O:45])=[CH:16][N:15]=1)=[O:13])[C:4]([O:3][CH2:1][CH3:2])=[O:30])[CH3:10].